Dataset: Forward reaction prediction with 1.9M reactions from USPTO patents (1976-2016). Task: Predict the product of the given reaction. Given the reactants [C:1]([C:3]1[CH:4]=[C:5]2[C:10](=[CH:11][C:12]=1[O:13][C:14]1[CH:22]=[CH:21][C:17]([C:18](O)=[O:19])=[CH:16][CH:15]=1)[O:9][CH2:8][CH2:7][CH:6]2[C:23]([O:25][CH3:26])=[O:24])#[N:2].C(Cl)(=O)C(Cl)=O.[F:33][C:34]([F:43])([F:42])[C:35]1[CH:36]=[C:37]([CH:39]=[CH:40][CH:41]=1)[NH2:38].C(N(CC)CC)C, predict the reaction product. The product is: [C:1]([C:3]1[CH:4]=[C:5]2[C:10](=[CH:11][C:12]=1[O:13][C:14]1[CH:15]=[CH:16][C:17]([C:18](=[O:19])[NH:38][C:37]3[CH:39]=[CH:40][CH:41]=[C:35]([C:34]([F:33])([F:42])[F:43])[CH:36]=3)=[CH:21][CH:22]=1)[O:9][CH2:8][CH2:7][CH:6]2[C:23]([O:25][CH3:26])=[O:24])#[N:2].